Task: Predict the reactants needed to synthesize the given product.. Dataset: Full USPTO retrosynthesis dataset with 1.9M reactions from patents (1976-2016) The reactants are: [CH2:1]([O:3][C:4]1[CH:5]=[C:6]([N:13]2[CH2:18][CH2:17][NH:16][CH2:15][CH2:14]2)[CH:7]=[CH:8][C:9]=1[N+:10]([O-:12])=[O:11])[CH3:2].[CH3:19][C:20]([CH3:22])=O.C(O[BH-](OC(=O)C)OC(=O)C)(=O)C.[Na+].CC(O)=O. Given the product [CH2:1]([O:3][C:4]1[CH:5]=[C:6]([N:13]2[CH2:14][CH2:15][N:16]([CH:20]([CH3:22])[CH3:19])[CH2:17][CH2:18]2)[CH:7]=[CH:8][C:9]=1[N+:10]([O-:12])=[O:11])[CH3:2], predict the reactants needed to synthesize it.